The task is: Predict the reaction yield, written as a fraction of the theoretical maximum amount of product (1.0 means a 100% yield; for example, 0.34 means a 34% yield).. This data is from Reaction yield outcomes from USPTO patents with 853,638 reactions. (1) The reactants are CC1(C)C2C=CC=C(P(C3C=CC=CC=3)C3C=CC=CC=3)C=2OC2C1=CC=CC=2P(C1C=CC=CC=1)C1C=CC=CC=1.Br[C:44]1[CH:49]=[CH:48][C:47]([C:50]2[O:54][CH:53]=[N:52][C:51]=2[C:55]([O:57][CH2:58][CH3:59])=[O:56])=[CH:46][CH:45]=1.[N:60]1([C:66]([O:68][C:69]([CH3:72])([CH3:71])[CH3:70])=[O:67])[CH2:65][CH2:64][NH:63][CH2:62][CH2:61]1.C(=O)([O-])[O-].[Cs+].[Cs+]. The catalyst is O1CCOCC1.C(O)(C)(C)C.C1C=CC(/C=C/C(/C=C/C2C=CC=CC=2)=O)=CC=1.C1C=CC(/C=C/C(/C=C/C2C=CC=CC=2)=O)=CC=1.C1C=CC(/C=C/C(/C=C/C2C=CC=CC=2)=O)=CC=1.[Pd].[Pd]. The product is [CH2:58]([O:57][C:55]([C:51]1[N:52]=[CH:53][O:54][C:50]=1[C:47]1[CH:48]=[CH:49][C:44]([N:63]2[CH2:62][CH2:61][N:60]([C:66]([O:68][C:69]([CH3:72])([CH3:71])[CH3:70])=[O:67])[CH2:65][CH2:64]2)=[CH:45][CH:46]=1)=[O:56])[CH3:59]. The yield is 0.500. (2) The reactants are [CH:1]1([C:4]2[N:5]=[C:6]([CH3:26])[NH:7][C:8](=[O:25])[C:9]=2[CH2:10][C:11]2[CH:16]=[CH:15][C:14]([C:17]3[C:18]([C:23]#[N:24])=[CH:19][CH:20]=[CH:21][CH:22]=3)=[CH:13][CH:12]=2)[CH2:3][CH2:2]1.[CH3:27][CH:28]1[CH2:32][C:31]2[CH:33]=[C:34](B(O)O)[CH:35]=[CH:36][C:30]=2[O:29]1.C(N(CC)CC)C.N1C=CC=CC=1. The catalyst is C([O-])(=O)C.[Cu+2].C([O-])(=O)C.C(OCC)(=O)C.C(Cl)Cl. The product is [CH:1]1([C:4]2[N:5]=[C:6]([CH3:26])[N:7]([C:34]3[CH:35]=[CH:36][C:30]4[O:29][CH:28]([CH3:27])[CH2:32][C:31]=4[CH:33]=3)[C:8](=[O:25])[C:9]=2[CH2:10][C:11]2[CH:16]=[CH:15][C:14]([C:17]3[C:18]([C:23]#[N:24])=[CH:19][CH:20]=[CH:21][CH:22]=3)=[CH:13][CH:12]=2)[CH2:2][CH2:3]1. The yield is 0.570. (3) The reactants are [F:1][C:2]1[CH:10]=[C:9]2[C:5]([C:6]([CH2:11][CH:12]([NH2:14])[CH3:13])=[CH:7][NH:8]2)=[CH:4][CH:3]=1.C(N(CC)CC)C.[C:22]1([CH3:34])[CH:27]=[C:26]([CH3:28])[CH:25]=[C:24]([CH3:29])[C:23]=1[S:30](Cl)(=[O:32])=[O:31]. The catalyst is C(Cl)Cl. The product is [F:1][C:2]1[CH:10]=[C:9]2[C:5]([C:6]([CH2:11][CH:12]([NH:14][S:30]([C:23]3[C:24]([CH3:29])=[CH:25][C:26]([CH3:28])=[CH:27][C:22]=3[CH3:34])(=[O:32])=[O:31])[CH3:13])=[CH:7][NH:8]2)=[CH:4][CH:3]=1. The yield is 0.220.